Dataset: Reaction yield outcomes from USPTO patents with 853,638 reactions. Task: Predict the reaction yield, written as a fraction of the theoretical maximum amount of product (1.0 means a 100% yield; for example, 0.34 means a 34% yield). (1) The reactants are [NH2:1][C:2]1[N:7]=[CH:6][C:5]([C:8]2[N:17]=[C:16]([NH:18][CH2:19][CH:20]([C:27]3[CH:32]=[CH:31][CH:30]=[CH:29][CH:28]=3)[C:21]3[CH:26]=[CH:25][CH:24]=[CH:23][CH:22]=3)[C:15]3[C:10](=[CH:11][CH:12]=[CH:13][CH:14]=3)[N:9]=2)=[CH:4][N:3]=1.[CH3:33][S:34](Cl)(=[O:36])=[O:35]. The catalyst is N1C=CC=CC=1. The product is [C:21]1([CH:20]([C:27]2[CH:32]=[CH:31][CH:30]=[CH:29][CH:28]=2)[CH2:19][NH:18][C:16]2[C:15]3[C:10](=[CH:11][CH:12]=[CH:13][CH:14]=3)[N:9]=[C:8]([C:5]3[CH:4]=[N:3][C:2]([NH:1][S:34]([CH3:33])(=[O:36])=[O:35])=[N:7][CH:6]=3)[N:17]=2)[CH:22]=[CH:23][CH:24]=[CH:25][CH:26]=1. The yield is 0.170. (2) The reactants are [C:1]1([CH2:7][C:8]([OH:10])=O)[CH:6]=[CH:5][CH:4]=[CH:3][CH:2]=1.O=C1N(P(Cl)(N2CCOC2=O)=O)CCO1.C(N(CC)CC)C.[Br:33][C:34]1[C:35]([F:44])=[C:36]2[C:42]([NH2:43])=[CH:41][NH:40][C:37]2=[N:38][CH:39]=1.C([O-])([O-])=O.[Na+].[Na+]. The catalyst is C(Cl)Cl. The product is [Br:33][C:34]1[C:35]([F:44])=[C:36]2[C:42]([NH:43][C:8](=[O:10])[CH2:7][C:1]3[CH:2]=[CH:3][CH:4]=[CH:5][CH:6]=3)=[CH:41][NH:40][C:37]2=[N:38][CH:39]=1. The yield is 0.801.